This data is from NCI-60 drug combinations with 297,098 pairs across 59 cell lines. The task is: Regression. Given two drug SMILES strings and cell line genomic features, predict the synergy score measuring deviation from expected non-interaction effect. (1) Drug 1: C1=CC(=CC=C1CC(C(=O)O)N)N(CCCl)CCCl.Cl. Drug 2: COC1=C2C(=CC3=C1OC=C3)C=CC(=O)O2. Cell line: HL-60(TB). Synergy scores: CSS=43.3, Synergy_ZIP=0.468, Synergy_Bliss=0.239, Synergy_Loewe=-19.0, Synergy_HSA=-0.404. (2) Drug 1: C1=CC(=CC=C1CC(C(=O)O)N)N(CCCl)CCCl.Cl. Drug 2: CCN(CC)CCNC(=O)C1=C(NC(=C1C)C=C2C3=C(C=CC(=C3)F)NC2=O)C. Cell line: SF-268. Synergy scores: CSS=0.522, Synergy_ZIP=-2.52, Synergy_Bliss=0.977, Synergy_Loewe=-5.76, Synergy_HSA=-5.17. (3) Drug 1: C1CN(P(=O)(OC1)NCCCl)CCCl. Drug 2: CC1C(C(CC(O1)OC2CC(CC3=C2C(=C4C(=C3O)C(=O)C5=CC=CC=C5C4=O)O)(C(=O)C)O)N)O. Cell line: SF-295. Synergy scores: CSS=35.7, Synergy_ZIP=-0.214, Synergy_Bliss=-1.99, Synergy_Loewe=-25.6, Synergy_HSA=-1.98. (4) Drug 1: C1=NC(=NC(=O)N1C2C(C(C(O2)CO)O)O)N. Drug 2: COCCOC1=C(C=C2C(=C1)C(=NC=N2)NC3=CC=CC(=C3)C#C)OCCOC.Cl. Cell line: UACC62. Synergy scores: CSS=54.4, Synergy_ZIP=0.716, Synergy_Bliss=1.32, Synergy_Loewe=-12.6, Synergy_HSA=2.15. (5) Drug 1: CC12CCC(CC1=CCC3C2CCC4(C3CC=C4C5=CN=CC=C5)C)O. Drug 2: C1=NC2=C(N=C(N=C2N1C3C(C(C(O3)CO)O)F)Cl)N. Cell line: IGROV1. Synergy scores: CSS=26.8, Synergy_ZIP=-7.76, Synergy_Bliss=0.0701, Synergy_Loewe=-7.47, Synergy_HSA=0.509. (6) Drug 1: CCC1=C2CN3C(=CC4=C(C3=O)COC(=O)C4(CC)O)C2=NC5=C1C=C(C=C5)O. Drug 2: C1=CN(C=N1)CC(O)(P(=O)(O)O)P(=O)(O)O. Cell line: CCRF-CEM. Synergy scores: CSS=63.3, Synergy_ZIP=-1.67, Synergy_Bliss=-6.12, Synergy_Loewe=-65.1, Synergy_HSA=-7.40. (7) Drug 1: C1=CC(=CC=C1C#N)C(C2=CC=C(C=C2)C#N)N3C=NC=N3. Drug 2: CS(=O)(=O)OCCCCOS(=O)(=O)C. Cell line: NCI-H522. Synergy scores: CSS=9.06, Synergy_ZIP=-3.58, Synergy_Bliss=-0.0494, Synergy_Loewe=5.41, Synergy_HSA=3.12.